From a dataset of Peptide-MHC class I binding affinity with 185,985 pairs from IEDB/IMGT. Regression. Given a peptide amino acid sequence and an MHC pseudo amino acid sequence, predict their binding affinity value. This is MHC class I binding data. (1) The peptide sequence is EASTWLDIF. The MHC is HLA-B39:01 with pseudo-sequence HLA-B39:01. The binding affinity (normalized) is 0.0847. (2) The peptide sequence is TQSVLCVKK. The MHC is HLA-A31:01 with pseudo-sequence HLA-A31:01. The binding affinity (normalized) is 0.361. (3) The MHC is Mamu-B52 with pseudo-sequence Mamu-B52. The binding affinity (normalized) is 1.00. The peptide sequence is IGDAYFSI. (4) The peptide sequence is LPNTTPDLPL. The MHC is HLA-B51:01 with pseudo-sequence HLA-B51:01. The binding affinity (normalized) is 0.180. (5) The peptide sequence is RAYSVPETF. The MHC is HLA-B15:17 with pseudo-sequence HLA-B15:17. The binding affinity (normalized) is 1.00. (6) The peptide sequence is ITTQWHLDM. The MHC is HLA-A01:01 with pseudo-sequence HLA-A01:01. The binding affinity (normalized) is 0.0847. (7) The peptide sequence is FLELKRGIYK. The MHC is HLA-A11:01 with pseudo-sequence HLA-A11:01. The binding affinity (normalized) is 0.984. (8) The peptide sequence is AVVQFIRV. The MHC is H-2-Kb with pseudo-sequence H-2-Kb. The binding affinity (normalized) is 0.647. (9) The peptide sequence is TSTWFGFNG. The MHC is Mamu-A01 with pseudo-sequence Mamu-A01. The binding affinity (normalized) is 0.372.